From a dataset of Reaction yield outcomes from USPTO patents with 853,638 reactions. Predict the reaction yield, written as a fraction of the theoretical maximum amount of product (1.0 means a 100% yield; for example, 0.34 means a 34% yield). (1) The reactants are [CH3:1][O:2][C:3]([NH:5][C@H:6]([C:10]([N:12]1[CH2:16][C@@H:15]([CH2:17][O:18][CH3:19])[CH2:14][C@H:13]1[C:20]1[NH:24][C:23]2[C:25]3[C:30]([CH:31]=[CH:32][C:22]=2[N:21]=1)=[CH:29][C:28]1[C:33]2[C:38]([CH2:39][O:40][C:27]=1[CH:26]=3)=[CH:37][C:36]([C:41]1[NH:45][C:44]([C@@H:46]3[CH2:50][C@H:49]([CH3:51])[CH2:48][N:47]3C(OC(C)(C)C)=O)=[N:43][CH:42]=1)=[CH:35][CH:34]=2)=[O:11])[CH:7](C)[CH3:8])=[O:4].Cl.[CH3:60][O:61][C@H:62]([CH3:72])[C@H:63]([NH:67][C:68]([O:70][CH3:71])=[O:69])[C:64](O)=[O:65].CN([C:76]([O:80]N1N=NC2C=CC=NC1=2)=[N+](C)C)C.F[P-](F)(F)(F)(F)F.CCN(C(C)C)C(C)C. The catalyst is C(Cl)Cl.CO.CCOC(C)=O.CN(C=O)C.CO. The product is [CH3:76][O:80][C@H:7]([CH3:8])[C@H:6]([NH:5][C:3](=[O:4])[O:2][CH3:1])[C:10]([N:12]1[CH2:16][C@@H:15]([CH2:17][O:18][CH3:19])[CH2:14][C@H:13]1[C:20]1[NH:24][C:23]2[C:25]3[C:30]([CH:31]=[CH:32][C:22]=2[N:21]=1)=[CH:29][C:28]1[C:33]2[C:38]([CH2:39][O:40][C:27]=1[CH:26]=3)=[CH:37][C:36]([C:41]1[NH:45][C:44]([C@@H:46]3[CH2:50][C@H:49]([CH3:51])[CH2:48][N:47]3[C:64](=[O:65])[C@H:63]([C@@H:62]([CH3:72])[O:61][CH3:60])[NH:67][C:68]([O:70][CH3:71])=[O:69])=[N:43][CH:42]=1)=[CH:35][CH:34]=2)=[O:11]. The yield is 0.340. (2) The reactants are [OH:1][C@H:2]([C:8]1[CH:13]=[CH:12][CH:11]=[CH:10][CH:9]=1)[C:3]([O:5][CH2:6][CH3:7])=[O:4].[CH3:14][C:15](OC(OC(O[C:15]([CH3:17])([CH3:16])[CH3:14])=O)=O)([CH3:17])[CH3:16]. The catalyst is ClCCl. The product is [C:15]([O:1][C@H:2]([C:8]1[CH:13]=[CH:12][CH:11]=[CH:10][CH:9]=1)[C:3]([O:5][CH2:6][CH3:7])=[O:4])([CH3:17])([CH3:16])[CH3:14]. The yield is 0.380. (3) The reactants are [CH:1]1([NH2:7])[CH2:6][CH2:5][CH2:4][CH2:3][CH2:2]1.O1CCOCC1.C(N(CC)C(C)C)(C)C.[Cl:23][C:24]1[N:29]=[C:28](Cl)[C:27]([Cl:31])=[CH:26][N:25]=1. No catalyst specified. The product is [CH:1]1([NH:7][C:26]2[C:27]([Cl:31])=[CH:28][N:29]=[C:24]([Cl:23])[N:25]=2)[CH2:6][CH2:5][CH2:4][CH2:3][CH2:2]1. The yield is 0.870. (4) The reactants are [C:1]([C:3]1[CH:4]=[C:5]([C:13]2[O:17][N:16]=[C:15]([C:18]3[CH:26]=[CH:25][CH:24]=[C:23]4[C:19]=3[CH:20]=[N:21][N:22]4[CH2:27][C:28]([CH3:35])([CH3:34])[C:29]([O:31]CC)=[O:30])[N:14]=2)[CH:6]=[CH:7][C:8]=1[O:9][CH:10]([CH3:12])[CH3:11])#[N:2].[OH-].[Na+]. The catalyst is C(O)C. The product is [C:1]([C:3]1[CH:4]=[C:5]([C:13]2[O:17][N:16]=[C:15]([C:18]3[CH:26]=[CH:25][CH:24]=[C:23]4[C:19]=3[CH:20]=[N:21][N:22]4[CH2:27][C:28]([CH3:35])([CH3:34])[C:29]([OH:31])=[O:30])[N:14]=2)[CH:6]=[CH:7][C:8]=1[O:9][CH:10]([CH3:12])[CH3:11])#[N:2]. The yield is 0.0500. (5) The reactants are [C:1]([O:5][C:6]([N:8]1[CH2:12][CH2:11][C:10](=[O:13])[CH2:9]1)=[O:7])([CH3:4])([CH3:3])[CH3:2].[Cl:14][C:15]1[CH:20]=[CH:19][C:18]([Mg]Br)=[CH:17][CH:16]=1. The catalyst is C1COCC1. The product is [C:1]([O:5][C:6]([N:8]1[CH2:12][CH2:11][C:10]([C:18]2[CH:19]=[CH:20][C:15]([Cl:14])=[CH:16][CH:17]=2)([OH:13])[CH2:9]1)=[O:7])([CH3:4])([CH3:2])[CH3:3]. The yield is 0.600. (6) The reactants are [F:1][C:2]1[CH:7]=[CH:6][C:5]([NH:8][C:9]2[N:14]3[N:15]=[CH:16][C:17]([C:18](O)=[O:19])=[C:13]3[N:12]=[CH:11][C:10]=2[C:21]([N:23]2[CH2:28][CH2:27][CH:26]([C:29]3[CH:34]=[CH:33][CH:32]=[CH:31][CH:30]=3)[CH2:25][CH2:24]2)=[O:22])=[CH:4][C:3]=1[CH3:35].[CH2:36]([S:38]([NH2:41])(=[O:40])=[O:39])[CH3:37]. No catalyst specified. The product is [F:1][C:2]1[CH:7]=[CH:6][C:5]([NH:8][C:9]2[N:14]3[N:15]=[CH:16][C:17]([C:18]([NH:41][S:38]([CH2:36][CH3:37])(=[O:40])=[O:39])=[O:19])=[C:13]3[N:12]=[CH:11][C:10]=2[C:21]([N:23]2[CH2:24][CH2:25][CH:26]([C:29]3[CH:34]=[CH:33][CH:32]=[CH:31][CH:30]=3)[CH2:27][CH2:28]2)=[O:22])=[CH:4][C:3]=1[CH3:35]. The yield is 0.570. (7) The reactants are [CH3:1][O:2][C:3]1[CH:43]=[CH:42][C:6]([CH2:7][N:8]([CH2:33][C:34]2[CH:39]=[CH:38][C:37]([O:40][CH3:41])=[CH:36][CH:35]=2)[C:9]2[N:14]=[C:13]([CH3:15])[N:12]=[C:11]([C:16]3[CH:17]=[C:18]([CH2:31][OH:32])[CH:19]=[N:20][C:21]=3[NH:22][C:23]3[CH:24]=[N:25][C:26]([O:29][CH3:30])=[CH:27][CH:28]=3)[N:10]=2)=[CH:5][CH:4]=1.C(N(CC)CC)C.[CH3:51][S:52](Cl)(=[O:54])=[O:53].O. The product is [CH3:51][S:52]([O:32][CH2:31][C:18]1[CH:19]=[N:20][C:21]([NH:22][C:23]2[CH:24]=[N:25][C:26]([O:29][CH3:30])=[CH:27][CH:28]=2)=[C:16]([C:11]2[N:10]=[C:9]([N:8]([CH2:7][C:6]3[CH:5]=[CH:4][C:3]([O:2][CH3:1])=[CH:43][CH:42]=3)[CH2:33][C:34]3[CH:35]=[CH:36][C:37]([O:40][CH3:41])=[CH:38][CH:39]=3)[N:14]=[C:13]([CH3:15])[N:12]=2)[CH:17]=1)(=[O:54])=[O:53]. The catalyst is ClCCl. The yield is 0.820. (8) The reactants are [CH3:1][C:2]1[CH:7]=[CH:6][C:5]([C:8]2[CH:13]=[CH:12][C:11]([CH2:14][NH2:15])=[CH:10][CH:9]=2)=[CH:4][CH:3]=1.[F:16][C:17]1[CH:22]=[CH:21][C:20]([C:23]2[C:24]([C:29]([NH:31][C:32]3[CH:33]=[C:34]([C:38](O)=[O:39])[N:35]([CH3:37])[CH:36]=3)=[O:30])=[CH:25][CH:26]=[CH:27][CH:28]=2)=[CH:19][CH:18]=1.CN(C(ON1N=NC2C=CC=CC1=2)=[N+](C)C)C.[B-](F)(F)(F)F.C(N(C(C)C)C(C)C)C. The catalyst is CN(C)C=O.ClCCl.C(O)C. The product is [CH3:1][C:2]1[CH:3]=[CH:4][C:5]([C:8]2[CH:13]=[CH:12][C:11]([CH2:14][NH:15][C:38]([C:34]3[N:35]([CH3:37])[CH:36]=[C:32]([NH:31][C:29]([C:24]4[C:23]([C:20]5[CH:19]=[CH:18][C:17]([F:16])=[CH:22][CH:21]=5)=[CH:28][CH:27]=[CH:26][CH:25]=4)=[O:30])[CH:33]=3)=[O:39])=[CH:10][CH:9]=2)=[CH:6][CH:7]=1. The yield is 0.820.